From a dataset of Catalyst prediction with 721,799 reactions and 888 catalyst types from USPTO. Predict which catalyst facilitates the given reaction. Reactant: [CH3:1][O:2][C:3]1[CH:10]=[CH:9][C:6](NC)=[CH:5][CH:4]=1.[CH2:11]([N:13]([CH:17](C)C)C(C)C)C.ClC(Cl)([O:23]C(=O)OC(Cl)(Cl)Cl)Cl.Cl.[CH3:33][O:34][C:35]1[CH:36]=[C:37]([C:41]([CH:43]2[CH2:48][CH2:47][NH:46][CH2:45][CH2:44]2)=[O:42])[CH:38]=[CH:39][CH:40]=1. Product: [CH3:1][O:2][C:3]1[CH:4]=[CH:5][C:6]([CH2:17][NH:13][C:11]([N:46]2[CH2:47][CH2:48][CH:43]([C:41](=[O:42])[C:37]3[CH:38]=[CH:39][CH:40]=[C:35]([O:34][CH3:33])[CH:36]=3)[CH2:44][CH2:45]2)=[O:23])=[CH:9][CH:10]=1. The catalyst class is: 2.